Dataset: Catalyst prediction with 721,799 reactions and 888 catalyst types from USPTO. Task: Predict which catalyst facilitates the given reaction. (1) Reactant: [Cl:1][C:2]1[N:7]=[C:6]([C:8]2[S:12][C:11]([C:13]([CH3:16])([CH3:15])[CH3:14])=[N:10][C:9]=2[C:17]2[CH:18]=[CH:19][C:20]([F:24])=[C:21]([CH:23]=2)[NH2:22])[CH:5]=[CH:4][N:3]=1.N1C=CC=CC=1.[F:31][C:32]1[CH:37]=[CH:36][CH:35]=[C:34]([F:38])[C:33]=1[S:39](Cl)(=[O:41])=[O:40]. Product: [Cl:1][C:2]1[N:7]=[C:6]([C:8]2[S:12][C:11]([C:13]([CH3:16])([CH3:15])[CH3:14])=[N:10][C:9]=2[C:17]2[CH:18]=[CH:19][C:20]([F:24])=[C:21]([NH:22][S:39]([C:33]3[C:34]([F:38])=[CH:35][CH:36]=[CH:37][C:32]=3[F:31])(=[O:41])=[O:40])[CH:23]=2)[CH:5]=[CH:4][N:3]=1. The catalyst class is: 2. (2) Reactant: [CH2:1]([O:8][C:9]([NH:11][C@H:12]([C:21]1[O:22][C:23]([C:26]2[C:27]([O:36][CH3:37])=[N:28][C:29]3[C:34]([CH:35]=2)=[CH:33][CH:32]=[CH:31][CH:30]=3)=[CH:24][N:25]=1)[CH2:13][CH2:14][CH2:15][CH2:16][CH2:17][C:18](O)=[O:19])=[O:10])[C:2]1[CH:7]=[CH:6][CH:5]=[CH:4][CH:3]=1.[CH3:38][N:39](C(ON1N=NC2C=CC=NC1=2)=[N+](C)C)C.F[P-](F)(F)(F)(F)F.CCN(C(C)C)C(C)C.CN. Product: [CH3:37][O:36][C:27]1[C:26]([C:23]2[O:22][C:21]([C@@H:12]([NH:11][C:9](=[O:10])[O:8][CH2:1][C:2]3[CH:7]=[CH:6][CH:5]=[CH:4][CH:3]=3)[CH2:13][CH2:14][CH2:15][CH2:16][CH2:17][C:18]([NH:39][CH3:38])=[O:19])=[N:25][CH:24]=2)=[CH:35][C:34]2[C:29](=[CH:30][CH:31]=[CH:32][CH:33]=2)[N:28]=1. The catalyst class is: 31. (3) Product: [F:1][C:2]1[CH:3]=[C:4]([C:8]2[C:9]([C:20]([OH:22])=[O:21])=[CH:10][C:11]([CH:18]=[CH2:19])=[C:12]3[C:17]=2[N:16]=[CH:15][CH:14]=[CH:13]3)[CH:5]=[CH:6][CH:7]=1. Reactant: [F:1][C:2]1[CH:3]=[C:4]([C:8]2[C:9]([C:20]([O:22]C)=[O:21])=[CH:10][C:11]([CH:18]=[CH2:19])=[C:12]3[C:17]=2[N:16]=[CH:15][CH:14]=[CH:13]3)[CH:5]=[CH:6][CH:7]=1.[OH-].[Na+].O.Cl. The catalyst class is: 5.